This data is from Catalyst prediction with 721,799 reactions and 888 catalyst types from USPTO. The task is: Predict which catalyst facilitates the given reaction. (1) Product: [S:11]1[C:15]2[CH:16]=[CH:17][CH:18]=[CH:19][C:14]=2[N:13]=[C:12]1[O:20][CH2:21][CH:22]1[CH2:27][CH2:26][CH2:25][N:24]([C:28]2[CH:35]=[CH:34][CH:33]=[CH:32][C:29]=2[C:30]([OH:6])=[O:31])[CH2:23]1. The catalyst class is: 107. Reactant: Cl([O-])=O.[Na+].P([O-])(O)(O)=[O:6].[Na+].[S:11]1[C:15]2[CH:16]=[CH:17][CH:18]=[CH:19][C:14]=2[N:13]=[C:12]1[O:20][CH2:21][CH:22]1[CH2:27][CH2:26][CH2:25][N:24]([C:28]2[CH:35]=[CH:34][CH:33]=[CH:32][C:29]=2[CH:30]=[O:31])[CH2:23]1.CC(=CC)C.Cl. (2) Reactant: [NH2:1][C:2]1[CH:7]=[CH:6][C:5]([NH:8][C:9]([NH:11][C:12]2[CH:17]=[CH:16][C:15]([C:18]3[N:19]=[C:20]([N:30]4[CH2:35][CH2:34][O:33][CH2:32][CH2:31]4)[C:21]4[N:26]=[N:25][N:24]([CH:27]([CH3:29])[CH3:28])[C:22]=4[N:23]=3)=[CH:14][CH:13]=2)=[O:10])=[CH:4][CH:3]=1.[OH-].[Na+].[CH3:38][S:39](OCl)(=[O:41])=[O:40]. Product: [CH:27]([N:24]1[C:22]2[N:23]=[C:18]([C:15]3[CH:16]=[CH:17][C:12]([NH:11][C:9]([NH:8][C:5]4[CH:6]=[CH:7][C:2]([NH:1][S:39]([CH3:38])(=[O:41])=[O:40])=[CH:3][CH:4]=4)=[O:10])=[CH:13][CH:14]=3)[N:19]=[C:20]([N:30]3[CH2:35][CH2:34][O:33][CH2:32][CH2:31]3)[C:21]=2[N:26]=[N:25]1)([CH3:29])[CH3:28]. The catalyst class is: 1. (3) Reactant: Cl.CN[O:4][CH3:5].C[CH2:7][N:8](C(C)C)C(C)C.C[Al](C)C.[F:19][CH:20]([F:41])[O:21][C:22]1[CH:27]=[CH:26][CH:25]=[CH:24][C:23]=1[N:28]1[CH:33]=[C:32]([O:34][CH3:35])[C:31](=[O:36])[C:30]([C:37]([O:39]C)=O)=[N:29]1. Product: [F:41][CH:20]([F:19])[O:21][C:22]1[CH:27]=[CH:26][CH:25]=[CH:24][C:23]=1[N:28]1[C:33]([O:4][CH3:5])=[C:32]([O:34][CH3:35])[C:31](=[O:36])[C:30]([C:37]([NH:8][CH3:7])=[O:39])=[N:29]1. The catalyst class is: 2. (4) Reactant: [Cl:1]C(OC(Cl)C)=O.C([N:21]1[CH2:24][CH:23]([O:25][CH2:26]/[C:27](/[CH3:30])=[CH:28]/[CH3:29])[CH2:22]1)(C1C=CC=CC=1)C1C=CC=CC=1.C(O)C. Product: [ClH:1].[CH3:30]/[C:27](=[CH:28]\[CH3:29])/[CH2:26][O:25][CH:23]1[CH2:24][NH:21][CH2:22]1. The catalyst class is: 4. (5) Reactant: [CH2:1]([NH:15][C:16](=[O:22])[C:17]([O:19]CC)=O)[CH2:2][CH2:3][CH2:4][CH2:5][CH2:6][NH:7][C:8](=[O:14])[C:9]([O:11]CC)=O.[CH2:23]([NH2:35])[CH2:24][CH2:25][CH2:26][CH2:27][CH2:28][CH2:29][CH2:30][CH2:31][CH2:32][CH2:33][CH3:34]. Product: [CH2:6]([NH:7][C:8](=[O:14])[C:9]([NH:35][CH2:23][CH2:24][CH2:25][CH2:26][CH2:27][CH2:28][CH2:29][CH2:30][CH2:31][CH2:32][CH2:33][CH3:34])=[O:11])[CH2:5][CH2:4][CH2:3][CH2:2][CH2:1][NH:15][C:16](=[O:22])[C:17]([NH:35][CH2:23][CH2:24][CH2:25][CH2:26][CH2:27][CH2:28][CH2:29][CH2:30][CH2:31][CH2:32][CH2:33][CH3:34])=[O:19]. The catalyst class is: 22. (6) Reactant: Cl.[F:2][C:3]1[CH:8]=[CH:7][C:6]([C:9]2([NH2:12])[CH2:11][CH2:10]2)=[CH:5][CH:4]=1.CN(C(ON1N=NC2C=CC=NC1=2)=[N+](C)C)C.F[P-](F)(F)(F)(F)F.CCN(C(C)C)C(C)C.[F:46][C:47]1[CH:52]=[CH:51][C:50]([C:53]2[O:54][C:55]3[CH:65]=[C:64]([N:66]([CH2:71][CH2:72][OH:73])[S:67]([CH3:70])(=[O:69])=[O:68])[C:63]([C:74]4[CH:75]=[C:76]([CH:80]=[CH:81][CH:82]=4)[C:77](O)=[O:78])=[CH:62][C:56]=3[C:57]=2[C:58](=[O:61])[NH:59][CH3:60])=[CH:49][CH:48]=1. Product: [F:46][C:47]1[CH:52]=[CH:51][C:50]([C:53]2[O:54][C:55]3[CH:65]=[C:64]([N:66]([CH2:71][CH2:72][OH:73])[S:67]([CH3:70])(=[O:69])=[O:68])[C:63]([C:74]4[CH:82]=[CH:81][CH:80]=[C:76]([C:77](=[O:78])[NH:12][C:9]5([C:6]6[CH:5]=[CH:4][C:3]([F:2])=[CH:8][CH:7]=6)[CH2:10][CH2:11]5)[CH:75]=4)=[CH:62][C:56]=3[C:57]=2[C:58]([NH:59][CH3:60])=[O:61])=[CH:49][CH:48]=1. The catalyst class is: 31. (7) Reactant: C([O:3][C:4](=[O:28])[CH2:5][C:6]1[CH:11]=[CH:10][CH:9]=[C:8]([N:12]2[C:21]3[CH:20]=[CH:19][CH:18]=[C:17]([Cl:22])[C:16]=3[C:15]3=[N:23][O:24][C:25]([CH3:26])=[C:14]3[C:13]2=[O:27])[N:7]=1)C.CO.[OH-].[Na+].Cl. Product: [Cl:22][C:17]1[C:16]2[C:15]3[C:14](=[C:25]([CH3:26])[O:24][N:23]=3)[C:13](=[O:27])[N:12]([C:8]3[N:7]=[C:6]([CH2:5][C:4]([OH:28])=[O:3])[CH:11]=[CH:10][CH:9]=3)[C:21]=2[CH:20]=[CH:19][CH:18]=1. The catalyst class is: 90. (8) Reactant: [C:1]([O:7][CH3:8])(=[O:6])[C:2]([O:4]C)=O.C[O-].[Na+].[CH3:12][C:13]1[CH:14]=[CH:15][C:16]([C:19](=[O:21])[CH3:20])=[N:17][CH:18]=1. Product: [CH3:8][O:7][C:1](=[O:6])[C:2](=[O:4])[CH2:20][C:19]([C:16]1[CH:15]=[CH:14][C:13]([CH3:12])=[CH:18][N:17]=1)=[O:21]. The catalyst class is: 5. (9) Reactant: [C:1]1([CH:7]([N:11]2[C:16](=[S:17])[C:15]3[CH:18]=[N:19][NH:20][C:14]=3[N:13]=[CH:12]2)[C:8]([OH:10])=O)[CH:6]=[CH:5][CH:4]=[CH:3][CH:2]=1.C[N:22]1[CH2:27][CH2:26]O[CH2:24][CH2:23]1.CN(C(ON1N=N[C:38]2C=CC=N[C:37]1=2)=[N+](C)C)C.F[P-](F)(F)(F)(F)F. Product: [N:22]1([C:8](=[O:10])[CH:7]([C:1]2[CH:2]=[CH:3][CH:4]=[CH:5][CH:6]=2)[N:11]2[C:16](=[S:17])[C:15]3[CH:18]=[N:19][NH:20][C:14]=3[N:13]=[CH:12]2)[CH2:23][CH2:24][CH2:38][CH2:37][CH2:26][CH2:27]1. The catalyst class is: 3. (10) Reactant: [OH:1][C:2]1[CH:9]=[CH:8][C:5]([CH:6]=[O:7])=[CH:4][CH:3]=1.C(=O)([O-])[O-].[K+].[K+].Br[CH2:17][P:18](=[O:27])([O:23][CH:24]([CH3:26])[CH3:25])[O:19][CH:20]([CH3:22])[CH3:21]. Product: [CH:6]([C:5]1[CH:8]=[CH:9][C:2]([O:1][CH2:17][P:18](=[O:27])([O:19][CH:20]([CH3:22])[CH3:21])[O:23][CH:24]([CH3:26])[CH3:25])=[CH:3][CH:4]=1)=[O:7]. The catalyst class is: 3.